Dataset: Full USPTO retrosynthesis dataset with 1.9M reactions from patents (1976-2016). Task: Predict the reactants needed to synthesize the given product. (1) Given the product [C:14]([C:18]1[CH:33]=[CH:32][C:21]([CH2:22][N:23]([CH2:24][CH2:25][C:26]2[CH:31]=[CH:30][CH:29]=[CH:28][CH:27]=2)[C:11]([C:9]2[CH:10]=[C:2]([F:1])[CH:3]=[C:4]3[C:8]=2[NH:7][CH:6]=[CH:5]3)=[O:13])=[CH:20][CH:19]=1)([CH3:17])([CH3:15])[CH3:16], predict the reactants needed to synthesize it. The reactants are: [F:1][C:2]1[CH:3]=[C:4]2[C:8](=[C:9]([C:11]([OH:13])=O)[CH:10]=1)[NH:7][CH:6]=[CH:5]2.[C:14]([C:18]1[CH:33]=[CH:32][C:21]([CH2:22][NH:23][CH2:24][CH2:25][C:26]2[CH:31]=[CH:30][CH:29]=[CH:28][CH:27]=2)=[CH:20][CH:19]=1)([CH3:17])([CH3:16])[CH3:15].CCN=C=NCCCN(C)C.Cl. (2) Given the product [CH:7]1[CH:8]=[C:3](/[C:1](/[NH2:2])=[N:10]\[NH2:11])[N:4]=[CH:5][CH:6]=1, predict the reactants needed to synthesize it. The reactants are: [C:1]([C:3]1[CH:8]=[CH:7][CH:6]=[CH:5][N:4]=1)#[N:2].O.[NH2:10][NH2:11]. (3) The reactants are: [Cl:1][C:2]1[C:3]([CH3:30])=[C:4]([CH2:13][O:14][C:15]2[CH:20]=[CH:19][C:18]([CH2:21][CH2:22][C:23]([O:25]CC)=[O:24])=[C:17]([CH3:28])[C:16]=2[CH3:29])[C:5]2[O:9][C:8]([CH2:10][CH3:11])=[CH:7][C:6]=2[CH:12]=1.[Li+].[OH-].Cl. Given the product [Cl:1][C:2]1[C:3]([CH3:30])=[C:4]([CH2:13][O:14][C:15]2[CH:20]=[CH:19][C:18]([CH2:21][CH2:22][C:23]([OH:25])=[O:24])=[C:17]([CH3:28])[C:16]=2[CH3:29])[C:5]2[O:9][C:8]([CH2:10][CH3:11])=[CH:7][C:6]=2[CH:12]=1, predict the reactants needed to synthesize it. (4) Given the product [I:29][C:13]1[C:12]([O:11][C@H:8]2[CH2:7][CH2:6][C@@H:5]([CH2:1][CH2:2][CH2:3][CH3:4])[CH2:10][CH2:9]2)=[CH:21][CH:20]=[C:19]2[C:14]=1[CH:15]=[CH:16][C:17]([C@:22]1([CH3:28])[CH2:26][O:25][C:24](=[O:27])[NH:23]1)=[CH:18]2, predict the reactants needed to synthesize it. The reactants are: [CH2:1]([C@@H:5]1[CH2:10][CH2:9][C@H:8]([O:11][C:12]2[CH:13]=[C:14]3[C:19](=[CH:20][CH:21]=2)[CH:18]=[C:17]([C@:22]2([CH3:28])[CH2:26][O:25][C:24](=[O:27])[NH:23]2)[CH:16]=[CH:15]3)[CH2:7][CH2:6]1)[CH2:2][CH2:3][CH3:4].[I:29]N1C(=O)CCC1=O.C(Cl)Cl. (5) The reactants are: [C:1]([OH:20])(=[O:19])[CH2:2][CH2:3][CH2:4][CH2:5][CH2:6][CH2:7][CH2:8][CH2:9][CH2:10][CH2:11][CH2:12][CH2:13][CH2:14][CH2:15][CH2:16][CH2:17][CH3:18].[OH:21][CH2:22][C:23]([CH2:28]O)([CH2:26][OH:27])[CH2:24][OH:25]. Given the product [C:1]([O:20][CH2:28][C:23]([CH2:26][OH:27])([CH2:24][OH:25])[CH2:22][OH:21])(=[O:19])[CH2:2][CH2:3][CH2:4][CH2:5][CH2:6][CH2:7][CH2:8][CH2:9][CH2:10][CH2:11][CH2:12][CH2:13][CH2:14][CH2:15][CH2:16][CH2:17][CH3:18], predict the reactants needed to synthesize it. (6) Given the product [C:12]1([C:10]2[N:11]=[C:4]3[C:3]([CH:2]=[O:1])=[CH:8][CH:7]=[CH:6][N:5]3[CH:9]=2)[CH:13]=[CH:14][CH:15]=[CH:16][CH:17]=1, predict the reactants needed to synthesize it. The reactants are: [OH:1][CH2:2][C:3]1[C:4]2[N:5]([CH:9]=[C:10]([C:12]3[CH:17]=[CH:16][CH:15]=[CH:14][CH:13]=3)[N:11]=2)[CH:6]=[CH:7][CH:8]=1.[K+].[Br-]. (7) Given the product [CH2:9]([NH:1][C:2]1[CH:3]=[C:4]([OH:8])[CH:5]=[CH:6][CH:7]=1)[C:10]1[CH:15]=[CH:14][CH:13]=[CH:12][CH:11]=1, predict the reactants needed to synthesize it. The reactants are: [NH2:1][C:2]1[CH:3]=[C:4]([OH:8])[CH:5]=[CH:6][CH:7]=1.[CH:9](=O)[C:10]1[CH:15]=[CH:14][CH:13]=[CH:12][CH:11]=1.C(O)(=O)C.C([BH3-])#N.[Na+]. (8) Given the product [F:1][C:2]1[CH:3]=[C:4]2[C:8](=[CH:9][CH:10]=1)[N:7]([CH2:11][C:12]([OH:14])=[O:13])[C:6]([CH3:19])=[C:5]2[C:20]1[CH:25]=[CH:24][C:23](=[O:26])[N:22]([CH2:34][C:35]2[CH:40]=[CH:39][N:38]=[CH:37][CH:36]=2)[CH:21]=1, predict the reactants needed to synthesize it. The reactants are: [F:1][C:2]1[CH:3]=[C:4]2[C:8](=[CH:9][CH:10]=1)[N:7]([CH2:11][C:12]([O:14]C(C)(C)C)=[O:13])[C:6]([CH3:19])=[C:5]2[C:20]1[CH:21]=[N:22][C:23]([O:26]C)=[CH:24][CH:25]=1.[H-].[Na+].[Br-].[Li+].Br.Br[CH2:34][C:35]1[CH:40]=[CH:39][N:38]=[CH:37][CH:36]=1. (9) Given the product [C:7]([O:11][C:12]([N:14]1[CH2:18][CH:17]([CH2:19][C:20](=[O:21])[N:1]2[CH2:6][CH2:5][CH2:4][CH2:3][CH2:2]2)[CH2:16][C@@H:15]1[C@H:23]1[O:27][C:26]([CH3:29])([CH3:28])[N:25]([C:30](=[O:32])[CH3:31])[C@H:24]1[CH2:33][C:34]1[CH:35]=[C:36]([F:41])[CH:37]=[C:38]([F:40])[CH:39]=1)=[O:13])([CH3:8])([CH3:9])[CH3:10], predict the reactants needed to synthesize it. The reactants are: [NH:1]1[CH2:6][CH2:5][CH2:4][CH2:3][CH2:2]1.[C:7]([O:11][C:12]([N:14]1[CH2:18][CH:17]([CH2:19][C:20](O)=[O:21])[CH2:16][C@@H:15]1[C@H:23]1[O:27][C:26]([CH3:29])([CH3:28])[N:25]([C:30](=[O:32])[CH3:31])[C@H:24]1[CH2:33][C:34]1[CH:39]=[C:38]([F:40])[CH:37]=[C:36]([F:41])[CH:35]=1)=[O:13])([CH3:10])([CH3:9])[CH3:8].F[P-](F)(F)(F)(F)F.Br[P+](N1CCCC1)(N1CCCC1)N1CCCC1.CN(C1C=CC=CN=1)C.C(N(CC)CC)C. (10) Given the product [CH3:42][N:41]([CH3:43])[CH2:40][CH2:39][O:3][CH:4]1[CH2:5][N:6]([C:8]2[CH:17]=[C:16]([C:18]([NH:20][CH2:21][C@H:22]3[CH2:23][CH2:24][C@H:25]([CH2:28][NH:29][C:30](=[O:36])[O:31][C:32]([CH3:33])([CH3:35])[CH3:34])[CH2:26][CH2:27]3)=[O:19])[C:15]3[C:10](=[CH:11][CH:12]=[CH:13][CH:14]=3)[N:9]=2)[CH2:7]1, predict the reactants needed to synthesize it. The reactants are: [H-].[Na+].[OH:3][CH:4]1[CH2:7][N:6]([C:8]2[CH:17]=[C:16]([C:18]([NH:20][CH2:21][C@H:22]3[CH2:27][CH2:26][C@H:25]([CH2:28][NH:29][C:30](=[O:36])[O:31][C:32]([CH3:35])([CH3:34])[CH3:33])[CH2:24][CH2:23]3)=[O:19])[C:15]3[C:10](=[CH:11][CH:12]=[CH:13][CH:14]=3)[N:9]=2)[CH2:5]1.Cl.Cl[CH2:39][CH2:40][N:41]([CH3:43])[CH3:42].